Predict the reactants needed to synthesize the given product. From a dataset of Full USPTO retrosynthesis dataset with 1.9M reactions from patents (1976-2016). (1) Given the product [OH:45][C:44]1[C:39]2[N:40]([C:62]([CH3:63])=[C:37]([CH3:36])[N:38]=2)[CH:41]=[C:42]([N:55]2[C:60](=[O:61])[CH:59]=[CH:58][CH:57]=[N:56]2)[CH:43]=1, predict the reactants needed to synthesize it. The reactants are: BrC1C=C(OCC2C=CC(OC)=CC=2)C2N(C(C)=C(C)N=2)C=1.N1NC(=O)C=CC=1.C(=O)([O-])[O-].[K+].[K+].[CH3:36][C:37]1[N:38]=[C:39]2[C:44]([O:45]CC3C=CC(OC)=CC=3)=[CH:43][C:42]([N:55]3[C:60](=[O:61])[CH:59]=[CH:58][CH:57]=[N:56]3)=[CH:41][N:40]2[C:62]=1[CH3:63]. (2) The reactants are: [Cl:1][C:2]1[CH:11]=[CH:10][C:9]2[C:8]([C:12]([OH:14])=O)=[CH:7][CH:6]=[CH:5][C:4]=2[N:3]=1.Cl.[CH3:16][O:17][CH:18]1[CH2:21][NH:20][CH2:19]1.CN(C(ON1N=NC2C=CC=CC1=2)=[N+](C)C)C.F[P-](F)(F)(F)(F)F.C(N(CC)C(C)C)(C)C.[OH-].[Na+]. Given the product [Cl:1][C:2]1[CH:11]=[CH:10][C:9]2[C:4](=[CH:5][CH:6]=[CH:7][C:8]=2[C:12]([N:20]2[CH2:21][CH:18]([O:17][CH3:16])[CH2:19]2)=[O:14])[N:3]=1, predict the reactants needed to synthesize it. (3) Given the product [BrH:14].[CH2:1]([N:8]1[CH2:9][CH2:10][N:11]=[C:13]1[NH2:12])[C:2]1[CH:7]=[CH:6][CH:5]=[CH:4][CH:3]=1, predict the reactants needed to synthesize it. The reactants are: [CH2:1]([NH:8][CH2:9][CH2:10][NH2:11])[C:2]1[CH:7]=[CH:6][CH:5]=[CH:4][CH:3]=1.[N:12]#[C:13][Br:14]. (4) Given the product [N+:1]([O-:4])([OH:3])=[O:2].[N+:6]([O-:9])([O-:8])=[O:7].[Ni+2:5].[N+:1]([O-:4])([O-:3])=[O:2], predict the reactants needed to synthesize it. The reactants are: [N+:1]([O-:4])([O-:3])=[O:2].[Ni+2:5].[N+:6]([O-:9])([O-:8])=[O:7]. (5) The reactants are: [N:1]1[C:6]2[CH:7]=[CH:8][S:9][C:5]=2[C:4]([C:10]([OH:12])=O)=[N:3][CH:2]=1.[N+:13]([C:16]1[CH:23]=[CH:22][C:19]([CH2:20][NH2:21])=[CH:18][CH:17]=1)([O-:15])=[O:14].F[P-](F)(F)(F)(F)F.N1(OC(N(C)C)=[N+](C)C)C2N=CC=CC=2N=N1. Given the product [N+:13]([C:16]1[CH:17]=[CH:18][C:19]([CH2:20][NH:21][C:10]([C:4]2[C:5]3[S:9][CH:8]=[CH:7][C:6]=3[N:1]=[CH:2][N:3]=2)=[O:12])=[CH:22][CH:23]=1)([O-:15])=[O:14], predict the reactants needed to synthesize it. (6) Given the product [F:26][C:27]1[CH:32]=[CH:31][C:30]([NH:33][C:21]([C:19]2[N:20]=[C:16]([CH2:15][O:14][C:13]3[CH:12]=[CH:11][C:10]([CH2:9][CH2:8][CH2:7][CH2:6][N:1]4[CH:5]=[CH:4][N:3]=[N:2]4)=[CH:25][CH:24]=3)[O:17][CH:18]=2)=[O:23])=[CH:29][C:28]=1[CH3:34], predict the reactants needed to synthesize it. The reactants are: [N:1]1([CH2:6][CH2:7][CH2:8][CH2:9][C:10]2[CH:25]=[CH:24][C:13]([O:14][CH2:15][C:16]3[O:17][CH:18]=[C:19]([C:21]([OH:23])=O)[N:20]=3)=[CH:12][CH:11]=2)[CH:5]=[CH:4][N:3]=[N:2]1.[F:26][C:27]1[CH:32]=[CH:31][C:30]([NH2:33])=[CH:29][C:28]=1[CH3:34].